Dataset: Catalyst prediction with 721,799 reactions and 888 catalyst types from USPTO. Task: Predict which catalyst facilitates the given reaction. (1) Reactant: [CH2:1]([C@:8]12[C:21]3[C:16](=[CH:17][C:18](Br)=[CH:19][CH:20]=3)[CH2:15][CH:14]=[C:13]1[CH:12]=[C:11]([O:23][CH2:24][CH3:25])[CH2:10][CH2:9]2)[C:2]1[CH:7]=[CH:6][CH:5]=[CH:4][CH:3]=1.[CH3:26][N:27](C=O)C. Product: [CH2:1]([C@@:8]12[CH2:9][CH2:10][C:11]([O:23][CH2:24][CH3:25])=[CH:12][C:13]1=[CH:14][CH2:15][C:16]1[CH:17]=[C:18]([C:26]#[N:27])[CH:19]=[CH:20][C:21]2=1)[C:2]1[CH:7]=[CH:6][CH:5]=[CH:4][CH:3]=1. The catalyst class is: 267. (2) Reactant: [Cl:1][C:2]1[C:3]([CH2:8][NH:9][C:10]([C@H:12]2[CH2:17][CH2:16][C@H:15]([OH:18])[CH2:14][CH2:13]2)=[O:11])=[N:4][CH:5]=[CH:6][N:7]=1.[C:19](OC(=O)C)(=[O:21])[CH3:20]. Product: [C:19]([O:18][C@H:15]1[CH2:16][CH2:17][C@H:12]([C:10](=[O:11])[NH:9][CH2:8][C:3]2[C:2]([Cl:1])=[N:7][CH:6]=[CH:5][N:4]=2)[CH2:13][CH2:14]1)(=[O:21])[CH3:20]. The catalyst class is: 341. (3) Reactant: Cl[CH2:2][C:3]([C:5]1[CH:10]=[CH:9][C:8](O)=[CH:7][C:6]=1[OH:12])=O.[C:13]1([CH:20]=[CH:19]C=[C:16](O)[CH:15]=1)O.CS(O)(=O)=O. Product: [CH:10]1[C:5]2[CH2:3][C:2]3[C:16](=[CH:15][CH:13]=[CH:20][CH:19]=3)[O:12][C:6]=2[CH:7]=[CH:8][CH:9]=1. The catalyst class is: 6. (4) Reactant: Br[C:2]1[N:3]=[CH:4][C:5]([NH2:8])=[N:6][CH:7]=1.[B:9]1([B:9]2[O:13][C:12]([CH3:15])([CH3:14])[C:11]([CH3:17])([CH3:16])[O:10]2)[O:13][C:12]([CH3:15])([CH3:14])[C:11]([CH3:17])([CH3:16])[O:10]1.C([O-])(=O)C.[K+]. Product: [CH3:16][C:11]1([CH3:17])[C:12]([CH3:15])([CH3:14])[O:13][B:9]([C:2]2[N:3]=[CH:4][C:5]([NH2:8])=[N:6][CH:7]=2)[O:10]1. The catalyst class is: 12. (5) Reactant: [F:1][C:2]1[CH:9]=[C:8]([F:10])[CH:7]=[C:6]([O:11]C)[C:3]=1[CH:4]=[O:5].B(Br)(Br)Br. Product: [F:1][C:2]1[CH:9]=[C:8]([F:10])[CH:7]=[C:6]([OH:11])[C:3]=1[CH:4]=[O:5]. The catalyst class is: 4. (6) Reactant: C([O-])([O-])=O.[Cs+].[Cs+].[Br:7][C:8]1[N:9]=[C:10]([CH:13]([C:15]2[CH:24]=[CH:23][C:18]3[NH:19][C:20](=[O:22])[S:21][C:17]=3[CH:16]=2)[CH3:14])[S:11][CH:12]=1.[CH3:25][O:26][CH2:27]Cl. Product: [Br:7][C:8]1[N:9]=[C:10]([CH:13]([C:15]2[CH:24]=[CH:23][C:18]3[N:19]([CH2:25][O:26][CH3:27])[C:20](=[O:22])[S:21][C:17]=3[CH:16]=2)[CH3:14])[S:11][CH:12]=1. The catalyst class is: 1. (7) Product: [CH3:21][O:20][C:17]1[CH:18]=[C:19]2[C:14]([N:13]=[CH:12][C:11](=[O:22])[N:10]2[CH2:9][CH2:8][N:5]2[CH2:4][CH2:3][CH:2]([NH:1][CH2:34][C:32]3[CH:31]=[CH:30][C:27]4[S:28][CH2:29][C:24](=[O:23])[NH:25][C:26]=4[N:33]=3)[CH2:7][CH2:6]2)=[CH:15][CH:16]=1. Reactant: [NH2:1][CH:2]1[CH2:7][CH2:6][N:5]([CH2:8][CH2:9][N:10]2[C:19]3[C:14](=[CH:15][CH:16]=[C:17]([O:20][CH3:21])[CH:18]=3)[N:13]=[CH:12][C:11]2=[O:22])[CH2:4][CH2:3]1.[O:23]=[C:24]1[CH2:29][S:28][C:27]2[CH:30]=[CH:31][C:32]([CH:34]=O)=[N:33][C:26]=2[NH:25]1.C(O[BH-](OC(=O)C)OC(=O)C)(=O)C.[Na+].CO. The catalyst class is: 4.